Dataset: Forward reaction prediction with 1.9M reactions from USPTO patents (1976-2016). Task: Predict the product of the given reaction. (1) Given the reactants Cl[C:2]1[C:11]2[C:6](=[CH:7][C:8]([O:14][CH3:15])=[C:9]([O:12][CH3:13])[CH:10]=2)[N:5]=[CH:4][C:3]=1[C:16]([NH2:18])=[O:17].[NH2:19][C:20]1[C:21]([CH3:29])=[C:22]([CH:26]=[CH:27][CH:28]=1)[C:23]([NH2:25])=[O:24].C(O)(=O)C.[OH-].[Na+], predict the reaction product. The product is: [NH2:25][C:23]([C:22]1[C:21]([CH3:29])=[C:20]([CH:28]=[CH:27][CH:26]=1)[NH:19][C:2]1[C:11]2[C:6](=[CH:7][C:8]([O:14][CH3:15])=[C:9]([O:12][CH3:13])[CH:10]=2)[N:5]=[CH:4][C:3]=1[C:16]([NH2:18])=[O:17])=[O:24]. (2) Given the reactants [CH3:1][N:2]([CH2:4][C:5]1[N:6]([C:10]2[CH:11]=[C:12]([NH:20][C:21](=[O:35])[C:22]3[CH:27]=[CH:26][C:25]([CH3:28])=[C:24]([C:29]#[C:30][Si](C)(C)C)[CH:23]=3)[CH:13]=[C:14]([C:16]([F:19])([F:18])[F:17])[CH:15]=2)[CH:7]=[CH:8][N:9]=1)[CH3:3].CCCC[N+](CCCC)(CCCC)CCCC.[F-], predict the reaction product. The product is: [CH3:3][N:2]([CH2:4][C:5]1[N:6]([C:10]2[CH:11]=[C:12]([NH:20][C:21](=[O:35])[C:22]3[CH:27]=[CH:26][C:25]([CH3:28])=[C:24]([C:29]#[CH:30])[CH:23]=3)[CH:13]=[C:14]([C:16]([F:17])([F:18])[F:19])[CH:15]=2)[CH:7]=[CH:8][N:9]=1)[CH3:1]. (3) Given the reactants C([O:3][C:4](=[O:40])[CH2:5][N:6]([S:32]([N:35]1[CH2:39][CH2:38][CH2:37][CH2:36]1)(=[O:34])=[O:33])[CH2:7][C:8]1[CH:13]=[CH:12][CH:11]=[C:10]([O:14][CH2:15][C:16]2[N:17]=[C:18]([C:22]3[CH:27]=[CH:26][C:25]([C:28]([F:31])([F:30])[F:29])=[CH:24][CH:23]=3)[O:19][C:20]=2[CH3:21])[CH:9]=1)C.O.[OH-].[Li+], predict the reaction product. The product is: [N:35]1([S:32]([N:6]([CH2:5][C:4]([OH:40])=[O:3])[CH2:7][C:8]2[CH:13]=[CH:12][CH:11]=[C:10]([O:14][CH2:15][C:16]3[N:17]=[C:18]([C:22]4[CH:27]=[CH:26][C:25]([C:28]([F:30])([F:29])[F:31])=[CH:24][CH:23]=4)[O:19][C:20]=3[CH3:21])[CH:9]=2)(=[O:33])=[O:34])[CH2:39][CH2:38][CH2:37][CH2:36]1. (4) Given the reactants O[CH2:2][C:3]1[CH:4]=[C:5]([OH:9])[CH:6]=[CH:7][CH:8]=1.P(Br)(Br)[Br:11], predict the reaction product. The product is: [Br:11][CH2:2][C:3]1[CH:4]=[C:5]([OH:9])[CH:6]=[CH:7][CH:8]=1. (5) Given the reactants F[C:2]1[CH:7]=[CH:6][C:5]([N+:8]([O-:10])=[O:9])=[CH:4][C:3]=1[F:11].C([O-])([O-])=O.[K+].[K+].[CH3:18][N:19]([CH3:25])[CH:20]1[CH2:24][CH2:23][NH:22][CH2:21]1, predict the reaction product. The product is: [F:11][C:3]1[CH:4]=[C:5]([N+:8]([O-:10])=[O:9])[CH:6]=[CH:7][C:2]=1[N:22]1[CH2:23][CH2:24][CH:20]([N:19]([CH3:25])[CH3:18])[CH2:21]1. (6) The product is: [CH3:17][N:18]([C:19]1[CH:24]=[CH:23][CH:22]=[CH:21][CH:20]=1)[C:14]([CH:11]1[CH2:10][CH2:9][C:8](=[O:7])[CH2:13][CH2:12]1)=[O:16]. Given the reactants C(Cl)(=O)C(Cl)=O.[O:7]=[C:8]1[CH2:13][CH2:12][CH:11]([C:14]([OH:16])=O)[CH2:10][CH2:9]1.[CH3:17][NH:18][C:19]1[CH:24]=[CH:23][CH:22]=[CH:21][CH:20]=1.CCN(C(C)C)C(C)C.C([O-])(O)=O.[Na+], predict the reaction product. (7) Given the reactants [Li]CCCC.C(NC(C)C)(C)C.[Br:13][C:14]1[CH:15]=[N:16][CH:17]=[C:18]([F:20])[CH:19]=1.[CH2:21]([O:23][CH2:24][CH:25]=[O:26])[CH3:22], predict the reaction product. The product is: [Br:13][C:14]1[CH:15]=[N:16][CH:17]=[C:18]([F:20])[C:19]=1[CH:25]([OH:26])[CH2:24][O:23][CH2:21][CH3:22].